Binary Classification. Given a drug SMILES string, predict its activity (active/inactive) in a high-throughput screening assay against a specified biological target. From a dataset of HIV replication inhibition screening data with 41,000+ compounds from the AIDS Antiviral Screen. (1) The drug is N#CC(C#N)=Cc1cccs1. The result is 0 (inactive). (2) The molecule is CCn1cnnc1-c1nsc2ccccc12. The result is 0 (inactive). (3) The molecule is COC(=O)N1CC2(C=CC3(CC2)OCCO3)c2ccccc21. The result is 0 (inactive). (4) The molecule is COc1ccc2c(c1)CC1c3[nH]c4ccccc4c3CCN1C2. The result is 0 (inactive).